This data is from Reaction yield outcomes from USPTO patents with 853,638 reactions. The task is: Predict the reaction yield, written as a fraction of the theoretical maximum amount of product (1.0 means a 100% yield; for example, 0.34 means a 34% yield). (1) The reactants are [CH3:1][S:2]([C:5]1[CH:6]=[CH:7][C:8]([O:11][C:12]2[CH:13]=[C:14]3[C:18](=[C:19]([O:21][CH:22]4[CH2:27][CH2:26][O:25][CH2:24][CH2:23]4)[CH:20]=2)[NH:17][C:16]([C:28]2[S:29][CH:30]([CH2:33][C:34]([OH:36])=O)[CH2:31][N:32]=2)=[CH:15]3)=[N:9][CH:10]=1)(=[O:4])=[O:3].[N:37]1(O)[C:41]2C=CC=CC=2N=N1.Cl.CN(C)CCCN=C=NCC.Cl.CN.C(=O)([O-])O.[Na+]. The catalyst is CN(C)C=O.C(N(CC)CC)C. The product is [CH3:41][NH:37][C:34](=[O:36])[CH2:33][CH:30]1[S:29][C:28]([C:16]2[NH:17][C:18]3[C:14]([CH:15]=2)=[CH:13][C:12]([O:11][C:8]2[CH:7]=[CH:6][C:5]([S:2]([CH3:1])(=[O:4])=[O:3])=[CH:10][N:9]=2)=[CH:20][C:19]=3[O:21][CH:22]2[CH2:23][CH2:24][O:25][CH2:26][CH2:27]2)=[N:32][CH2:31]1. The yield is 0.520. (2) The reactants are N[C:2]1[CH:3]=[C:4]2[C:9](=[C:10]([Br:12])[N:11]=1)[N:8]=[CH:7][CH:6]=[CH:5]2.[BrH:13].N([O-])=O.[Na+].[OH-].[Na+]. No catalyst specified. The product is [Br:13][C:2]1[CH:3]=[C:4]2[C:9](=[C:10]([Br:12])[N:11]=1)[N:8]=[CH:7][CH:6]=[CH:5]2. The yield is 0.340. (3) The reactants are [NH2:1][C:2]1[CH:10]=[CH:9][C:8]([Cl:11])=[CH:7][C:3]=1[C:4]([OH:6])=[O:5].P([O-])([O-])(O)=O.[Na+].[Na+].[C:19]([C:23]1[CH:28]=[CH:27][C:26]([S:29](Cl)(=[O:31])=[O:30])=[CH:25][CH:24]=1)([CH3:22])([CH3:21])[CH3:20].NC1C=CC=CC=1. The catalyst is O.O1CCOCC1. The product is [C:19]([C:23]1[CH:28]=[CH:27][C:26]([S:29]([NH:1][C:2]2[CH:10]=[CH:9][C:8]([Cl:11])=[CH:7][C:3]=2[C:4]([OH:6])=[O:5])(=[O:31])=[O:30])=[CH:25][CH:24]=1)([CH3:22])([CH3:20])[CH3:21]. The yield is 0.870. (4) The reactants are [Cl:1][C:2]1[C:7]([NH:8][C:9](=[O:18])[C:10]2[CH:15]=[CH:14][C:13]([F:16])=[CH:12][C:11]=2[F:17])=[CH:6][C:5](B2OC(C)(C)C(C)(C)O2)=[CH:4][N:3]=1.Cl[C:29]1[CH:30]=[CH:31][C:32]2[N:33]=[CH:34][N:35]=[C:36]([O:39][CH:40]3[CH2:45][CH2:44][O:43][CH2:42][CH2:41]3)[C:37]=2[N:38]=1.C(=O)(O)[O-].[Na+]. The catalyst is O1CCOCC1.C1C=CC(P(C2C=CC=CC=2)[C-]2C=CC=C2)=CC=1.C1C=CC(P(C2C=CC=CC=2)[C-]2C=CC=C2)=CC=1.Cl[Pd]Cl.[Fe+2].C(Cl)Cl. The product is [Cl:1][C:2]1[C:7]([NH:8][C:9](=[O:18])[C:10]2[CH:15]=[CH:14][C:13]([F:16])=[CH:12][C:11]=2[F:17])=[CH:6][C:5]([C:29]2[CH:30]=[CH:31][C:32]3[N:33]=[CH:34][N:35]=[C:36]([O:39][CH:40]4[CH2:45][CH2:44][O:43][CH2:42][CH2:41]4)[C:37]=3[N:38]=2)=[CH:4][N:3]=1. The yield is 0.160. (5) The reactants are [CH2:1]([CH2:5][C:6](=O)[CH3:7])[C:2]([CH3:4])=O.C(O)(=O)C.[NH2:13][C:14]1[CH:34]=[C:33]([CH3:35])[C:17]2[O:18][C:19]3[C:28]([CH3:29])=[CH:27][C:26]([C:30]([OH:32])=[O:31])=[CH:25][C:20]=3[S:21](=[O:24])(=[O:23])[CH2:22][C:16]=2[CH:15]=1. The catalyst is C1(C)C=CC=CC=1. The product is [CH3:7][C:6]1[N:13]([C:14]2[CH:34]=[C:33]([CH3:35])[C:17]3[O:18][C:19]4[C:28]([CH3:29])=[CH:27][C:26]([C:30]([OH:32])=[O:31])=[CH:25][C:20]=4[S:21](=[O:24])(=[O:23])[CH2:22][C:16]=3[CH:15]=2)[C:2]([CH3:4])=[CH:1][CH:5]=1. The yield is 0.510. (6) The reactants are [Cl:1][C:2]1[C:3](I)=[CH:4][C:5]([F:8])=[N:6][CH:7]=1.C([CH2:13][C:14]1[CH:19]=[CH:18][C:17](B(O)O)=[CH:16][CH:15]=1)(O)=O.[C:23]([O-])([O-])=[O:24].[Na+].[Na+].C(COC)[O:30]C. The catalyst is C1C=CC([P]([Pd]([P](C2C=CC=CC=2)(C2C=CC=CC=2)C2C=CC=CC=2)([P](C2C=CC=CC=2)(C2C=CC=CC=2)C2C=CC=CC=2)[P](C2C=CC=CC=2)(C2C=CC=CC=2)C2C=CC=CC=2)(C2C=CC=CC=2)C2C=CC=CC=2)=CC=1. The product is [CH3:23][O:24][C:13](=[O:30])[C:14]1[CH:15]=[CH:16][C:17]([C:3]2[C:2]([Cl:1])=[CH:7][N:6]=[C:5]([F:8])[CH:4]=2)=[CH:18][CH:19]=1. The yield is 0.340. (7) The reactants are [Cl:1][C:2]1[CH:3]=[C:4]2[C:10]([C:11]3[N:16]=[C:15]([NH:17][C@H:18]4[CH2:22][CH2:21][N:20](S(C)(=O)=O)[CH2:19]4)[C:14]([F:27])=[CH:13][N:12]=3)=[CH:9][NH:8][C:5]2=[N:6][CH:7]=1.[NH:28]1[CH2:33][CH2:32][O:31][CH:30]([C:34](O)=[O:35])[CH2:29]1. No catalyst specified. The product is [Cl:1][C:2]1[CH:3]=[C:4]2[C:10]([C:11]3[N:16]=[C:15]([NH:17][C@H:18]4[CH2:22][CH2:21][N:20]([C:34]([CH:30]5[O:31][CH2:32][CH2:33][NH:28][CH2:29]5)=[O:35])[CH2:19]4)[C:14]([F:27])=[CH:13][N:12]=3)=[CH:9][NH:8][C:5]2=[N:6][CH:7]=1. The yield is 0.0800. (8) The reactants are C(OC([C:11]1[C:19]2[C:14](=[CH:15][CH:16]=[C:17](CCOS(C)(=O)=O)[CH:18]=2)[NH:13][C:12]=1C)=O)C1C=CC=CC=1.C([O-])([O-])=O.[K+].[K+].Cl.[NH:35]1CCC1. The catalyst is O1CCOCC1. The product is [NH:13]1[C:14]2[C:19](=[CH:18][CH:17]=[CH:16][CH:15]=2)[CH:11]=[C:12]1[NH2:35]. The yield is 0.110.